From a dataset of Forward reaction prediction with 1.9M reactions from USPTO patents (1976-2016). Predict the product of the given reaction. (1) Given the reactants Cl[C:2]1[N:3]=[CH:4][C:5]2[N:10]=[N:9][N:8]([C:11]3[CH:16]=[CH:15][C:14]([I:17])=[CH:13][CH:12]=3)[C:6]=2[N:7]=1.Cl.[NH2:19][C@H:20]1[CH2:24][CH2:23][C@H:22]([OH:25])[CH2:21]1.C(N(C(C)C)C(C)C)C.O, predict the reaction product. The product is: [I:17][C:14]1[CH:15]=[CH:16][C:11]([N:8]2[C:6]3[N:7]=[C:2]([NH:19][C@H:20]4[CH2:24][CH2:23][C@H:22]([OH:25])[CH2:21]4)[N:3]=[CH:4][C:5]=3[N:10]=[N:9]2)=[CH:12][CH:13]=1. (2) Given the reactants BrC1C=C(C(CC2CCCC2)C(O)=O)C=CC=1S(C)(=O)=O.NC1C=CN=C(C)N=1.[Br:30][C:31]1[CH:32]=[C:33]([CH:41]([CH2:52][CH:53]2[CH2:57][CH2:56][CH2:55][CH2:54]2)[C:42]([NH:44][C:45]2[CH:50]=[CH:49][N:48]=[C:47](C)[N:46]=2)=[O:43])[CH:34]=[CH:35][C:36]=1[S:37]([CH3:40])(=[O:39])=[O:38], predict the reaction product. The product is: [Br:30][C:31]1[CH:32]=[C:33]([CH:41]([CH2:52][CH:53]2[CH2:54][CH2:55][CH2:56][CH2:57]2)[C:42]([NH:44][C:45]2[CH:50]=[CH:49][N:48]=[CH:47][N:46]=2)=[O:43])[CH:34]=[CH:35][C:36]=1[S:37]([CH3:40])(=[O:39])=[O:38]. (3) Given the reactants [NH2:1][C:2]1[C:10]([C:11]([O:13]CC)=[O:12])=[C:9]2[C:5]([CH:6]=[CH:7][NH:8]2)=[CH:4][CH:3]=1.[C:16]1([S:26](Cl)(=[O:28])=[O:27])[C:25]2[C:20](=[CH:21][CH:22]=[CH:23][CH:24]=2)[CH:19]=[CH:18][CH:17]=1.N1C=CC=CC=1.[Li+].[OH-], predict the reaction product. The product is: [C:16]1([S:26]([NH:1][C:2]2[C:10]([C:11]([OH:13])=[O:12])=[C:9]3[C:5]([CH:6]=[CH:7][NH:8]3)=[CH:4][CH:3]=2)(=[O:28])=[O:27])[C:25]2[C:20](=[CH:21][CH:22]=[CH:23][CH:24]=2)[CH:19]=[CH:18][CH:17]=1.